From a dataset of Forward reaction prediction with 1.9M reactions from USPTO patents (1976-2016). Predict the product of the given reaction. Given the reactants Cl[C:2]1[CH:7]=[CH:6][C:5]([N+:8]([O-:10])=[O:9])=[CH:4][N:3]=1.[H-].[Na+].[CH3:13][N:14](C=O)[CH3:15], predict the reaction product. The product is: [CH3:13][N:14]([CH3:15])[C:2]1[CH:7]=[CH:6][C:5]([N+:8]([O-:10])=[O:9])=[CH:4][N:3]=1.